This data is from Forward reaction prediction with 1.9M reactions from USPTO patents (1976-2016). The task is: Predict the product of the given reaction. (1) Given the reactants [OH:1][CH2:2][CH2:3][C:4]1([CH2:10][CH2:11][C:12]([C:23]([O:25][CH2:26][CH3:27])=[O:24])([C:18]([O:20][CH2:21][CH3:22])=[O:19])[C:13]([O:15][CH2:16][CH3:17])=[O:14])[CH2:9][CH2:8][CH2:7][CH2:6][CH2:5]1.IC1C=CC=CC=1.C(O)(=O)C.C(O)(=O)C.C(OCC)C, predict the reaction product. The product is: [CH:2]([CH2:3][C:4]1([CH2:10][CH2:11][C:12]([C:13]([O:15][CH2:16][CH3:17])=[O:14])([C:23]([O:25][CH2:26][CH3:27])=[O:24])[C:18]([O:20][CH2:21][CH3:22])=[O:19])[CH2:5][CH2:6][CH2:7][CH2:8][CH2:9]1)=[O:1]. (2) Given the reactants C(OC([NH:8][C@H:9]([C:20]([OH:22])=[O:21])[CH2:10][C:11]1[CH:16]=[CH:15][C:14]([O:17][CH2:18][CH3:19])=[CH:13][CH:12]=1)=O)(C)(C)C.O.C1(C)C=CC(S(O)(=O)=O)=CC=1.[OH-].[Na+], predict the reaction product. The product is: [CH2:18]([O:17][C:14]1[CH:15]=[CH:16][C:11]([CH2:10][C@@H:9]([C:20]([OH:22])=[O:21])[NH2:8])=[CH:12][CH:13]=1)[CH3:19]. (3) Given the reactants N[C@@H:2]([CH2:6][C:7]#[N:8])[C:3]([OH:5])=O.[CH:9]1([NH:16][C:17]([NH2:19])=[S:18])[CH2:15][CH2:14][CH2:13][CH2:12][CH2:11][CH2:10]1, predict the reaction product. The product is: [CH:9]1([NH:16][C:17]2[S:18][CH:2]([CH2:6][C:7]#[N:8])[C:3](=[O:5])[N:19]=2)[CH2:15][CH2:14][CH2:13][CH2:12][CH2:11][CH2:10]1. (4) Given the reactants [C:1]([C:5]1[CH:10]=[C:9]([O:11][CH3:12])[C:8]([C:13]([CH3:16])([CH3:15])[CH3:14])=[CH:7][C:6]=1[OH:17])([CH3:4])([CH3:3])[CH3:2].C(=O)([O-])[O-].[Cs+].[Cs+].Br[CH2:25][CH2:26][O:27][CH2:28][CH2:29][O:30][CH3:31], predict the reaction product. The product is: [CH3:12][O:11][C:9]1[CH:10]=[C:5]([C:1]([CH3:4])([CH3:3])[CH3:2])[C:6]([O:17][CH2:25][CH2:26][O:27][CH2:28][CH2:29][O:30][CH3:31])=[CH:7][C:8]=1[C:13]([CH3:16])([CH3:15])[CH3:14]. (5) Given the reactants Br[C:2]1[CH:9]=[CH:8][CH:7]=[CH:6][C:3]=1[CH:4]=[O:5].C(=O)([O-])[O-].[Na+].[Na+].[C:16]1(B(O)O)[C:25]2[C:20](=[CH:21][CH:22]=[CH:23][CH:24]=2)[CH:19]=[CH:18][CH:17]=1, predict the reaction product. The product is: [C:24]1([C:2]2[CH:9]=[CH:8][CH:7]=[CH:6][C:3]=2[CH:4]=[O:5])[C:25]2[C:20](=[CH:19][CH:18]=[CH:17][CH:16]=2)[CH:21]=[CH:22][CH:23]=1. (6) Given the reactants [NH:1]1[CH2:6][CH2:5][CH2:4][CH2:3][CH2:2]1.C(N(C(C)C)CC)(C)C.[ClH:16].[N:17]1(C(=N)N)[CH:21]=[N:20]C=N1.CCOCC, predict the reaction product. The product is: [ClH:16].[N:1]1([C:21](=[NH:17])[NH2:20])[CH2:6][CH2:5][CH2:4][CH2:3][CH2:2]1. (7) Given the reactants Br.[Br:2][CH2:3][CH2:4][NH2:5].[CH2:6]([O:13][C:14](ON1C(=O)CCC1=O)=[O:15])[C:7]1[CH:12]=[CH:11][CH:10]=[CH:9][CH:8]=1, predict the reaction product. The product is: [CH2:6]([O:13][C:14](=[O:15])[NH:5][CH2:4][CH2:3][Br:2])[C:7]1[CH:12]=[CH:11][CH:10]=[CH:9][CH:8]=1. (8) Given the reactants S(Cl)(Cl)=O.[Br:5][CH2:6][C@@:7]([OH:12])([CH3:11])[C:8](O)=[O:9].[CH3:13][C:14]1[CH:15]=[C:16]([CH:18]=[CH:19][C:20]=1[N+:21]([O-:23])=[O:22])[NH2:17].O, predict the reaction product. The product is: [Br:5][CH2:6][C@@:7]([OH:12])([CH3:11])[C:8]([NH:17][C:16]1[CH:18]=[CH:19][C:20]([N+:21]([O-:23])=[O:22])=[C:14]([CH3:13])[CH:15]=1)=[O:9]. (9) Given the reactants Br[CH:2]([C:11](=O)[C:12]1[CH:17]=[CH:16][C:15]([Cl:18])=[CH:14][CH:13]=1)[CH2:3][CH2:4][CH2:5][C:6]([O:8][CH2:9][CH3:10])=[O:7].[NH2:20][C:21]([NH2:23])=[S:22].C(O)C, predict the reaction product. The product is: [NH2:23][C:21]1[S:22][C:2]([CH2:3][CH2:4][CH2:5][C:6]([O:8][CH2:9][CH3:10])=[O:7])=[C:11]([C:12]2[CH:17]=[CH:16][C:15]([Cl:18])=[CH:14][CH:13]=2)[N:20]=1. (10) Given the reactants [Cl:1][C:2]1[CH:3]=[C:4]([C:9]2([C:22]([F:25])([F:24])[F:23])[O:13][N:12]=[C:11]([C:14]3[CH:15]=[C:16]([CH:19]=[CH:20][CH:21]=3)[C:17]#[N:18])[CH2:10]2)[CH:5]=[C:6]([Cl:8])[CH:7]=1.Cl.[NH2:27][OH:28].C(N(CC)CC)C, predict the reaction product. The product is: [Cl:1][C:2]1[CH:3]=[C:4]([C:9]2([C:22]([F:23])([F:25])[F:24])[O:13][N:12]=[C:11]([C:14]3[CH:15]=[C:16]([CH:19]=[CH:20][CH:21]=3)[C:17]([NH:27][OH:28])=[NH:18])[CH2:10]2)[CH:5]=[C:6]([Cl:8])[CH:7]=1.